From a dataset of Forward reaction prediction with 1.9M reactions from USPTO patents (1976-2016). Predict the product of the given reaction. (1) Given the reactants [H-].[Na+].[CH3:3][C:4](=[CH2:7])[CH2:5][OH:6].[Cl:8][C:9]1[CH:14]=[C:13](Cl)[N:12]=[CH:11][N:10]=1.[Cl-].[NH4+], predict the reaction product. The product is: [Cl:8][C:9]1[CH:14]=[C:13]([O:6][CH2:5][C:4]([CH3:3])=[CH2:7])[N:12]=[CH:11][N:10]=1. (2) Given the reactants [NH2:1][C:2]1[C:3]([F:34])=[C:4]([CH:29]=[CH:30][C:31]=1[C:32]#[N:33])[C:5]([NH:7][C:8]1[C:13]([Cl:14])=[CH:12][C:11]([C:15]([F:27])([C:23]([F:26])([F:25])[F:24])[C:16]([F:22])([F:21])[C:17]([F:20])([F:19])[F:18])=[CH:10][C:9]=1[Cl:28])=[O:6].[H-].[Na+].[C:37]([C:39]1[CH:47]=[CH:46][C:42]([C:43](Cl)=[O:44])=[C:41]([CH3:48])[CH:40]=1)#[N:38].C(=O)([O-])O.[Na+], predict the reaction product. The product is: [C:32]([C:31]1[CH:30]=[CH:29][C:4]([C:5]([NH:7][C:8]2[C:9]([Cl:28])=[CH:10][C:11]([C:15]([F:27])([C:23]([F:24])([F:25])[F:26])[C:16]([F:21])([F:22])[C:17]([F:18])([F:19])[F:20])=[CH:12][C:13]=2[Cl:14])=[O:6])=[C:3]([F:34])[C:2]=1[NH:1][C:43](=[O:44])[C:42]1[CH:46]=[CH:47][C:39]([C:37]#[N:38])=[CH:40][C:41]=1[CH3:48])#[N:33]. (3) Given the reactants [I:1][CH2:2][CH2:3][N:4]([CH2:20][CH2:21][OH:22])[C:5]1[C:6]([N+:17]([O-:19])=[O:18])=[CH:7][C:8]([N+:14]([O-:16])=[O:15])=[C:9]([CH:13]=1)[C:10]([NH2:12])=[O:11].[CH3:23][S:24](Cl)(=[O:26])=[O:25], predict the reaction product. The product is: [CH3:23][S:24]([O:22][CH2:21][CH2:20][N:4]([CH2:3][CH2:2][I:1])[C:5]1[CH:13]=[C:9]([C:10]([NH2:12])=[O:11])[C:8]([N+:14]([O-:16])=[O:15])=[CH:7][C:6]=1[N+:17]([O-:19])=[O:18])(=[O:26])=[O:25]. (4) Given the reactants F[C:2]1[C:11]([CH:12]=[O:13])=[CH:10][C:5]2[C:6]([CH3:9])=[N:7][O:8][C:4]=2[C:3]=1[F:14].[CH3:15][C@H:16]1[CH2:21][C@@H:20]([CH3:22])[CH2:19][NH:18][CH2:17]1, predict the reaction product. The product is: [CH3:15][C@H:16]1[CH2:21][C@@H:20]([CH3:22])[CH2:19][N:18]([C:2]2[C:11]([CH:12]=[O:13])=[CH:10][C:5]3[C:6]([CH3:9])=[N:7][O:8][C:4]=3[C:3]=2[F:14])[CH2:17]1. (5) Given the reactants [NH:1]1[CH2:5][CH2:4][CH2:3][CH2:2]1.[CH2:6]([N:13]1[CH2:18][CH2:17][C:16](=O)[CH2:15][CH2:14]1)[C:7]1[CH:12]=[CH:11][CH:10]=[CH:9][CH:8]=1.Cl.[C-:21]#[N:22].[K+], predict the reaction product. The product is: [CH2:6]([N:13]1[CH2:18][CH2:17][C:16]([N:1]2[CH2:5][CH2:4][CH2:3][CH2:2]2)([C:21]#[N:22])[CH2:15][CH2:14]1)[C:7]1[CH:12]=[CH:11][CH:10]=[CH:9][CH:8]=1. (6) Given the reactants [Cl:1][C:2]1[CH:7]=[CH:6][C:5]([CH:8]2[C:12]3[N:13]([CH:22]([CH3:24])[CH3:23])[C:14]([CH:16]4[CH2:21][CH2:20][O:19][CH2:18][CH2:17]4)=[N:15][C:11]=3[C:10](=[O:25])[N:9]2[C:26]2[CH:27]=[C:28]([CH3:36])[C:29]3[N:30]([C:32]([CH3:35])=[N:33][N:34]=3)[CH:31]=2)=[CH:4][CH:3]=1, predict the reaction product. The product is: [Cl:1][C:2]1[CH:7]=[CH:6][C:5]([C@H:8]2[C:12]3[N:13]([CH:22]([CH3:24])[CH3:23])[C:14]([CH:16]4[CH2:21][CH2:20][O:19][CH2:18][CH2:17]4)=[N:15][C:11]=3[C:10](=[O:25])[N:9]2[C:26]2[CH:27]=[C:28]([CH3:36])[C:29]3[N:30]([C:32]([CH3:35])=[N:33][N:34]=3)[CH:31]=2)=[CH:4][CH:3]=1. (7) Given the reactants [CH2:1]([C:4]1[C:8]([CH2:9][CH2:10][CH2:11][CH2:12][OH:13])=[CH:7][N:6]([C:14]2[CH:19]=[CH:18][C:17]([C:20]([F:23])([F:22])[F:21])=[CH:16][N:15]=2)[N:5]=1)[CH2:2][CH3:3].O[C:25]1[CH:30]=[CH:29][C:28]([CH2:31][C:32]([O:34]C)=[O:33])=[CH:27][CH:26]=1.C(P(CCCC)CCCC)CCC.N(C(N1CCCCC1)=O)=NC(N1CCCCC1)=O, predict the reaction product. The product is: [CH2:1]([C:4]1[C:8]([CH2:9][CH2:10][CH2:11][CH2:12][O:13][C:25]2[CH:30]=[CH:29][C:28]([CH2:31][C:32]([OH:34])=[O:33])=[CH:27][CH:26]=2)=[CH:7][N:6]([C:14]2[CH:19]=[CH:18][C:17]([C:20]([F:22])([F:21])[F:23])=[CH:16][N:15]=2)[N:5]=1)[CH2:2][CH3:3]. (8) Given the reactants [CH3:1][C:2]1[O:3][C:4]2[CH:10]=[C:9]([CH2:11]O)[CH:8]=[CH:7][C:5]=2[N:6]=1.C(Br)(Br)(Br)[Br:14].C1(P(C2C=CC=CC=2)C2C=CC=CC=2)C=CC=CC=1, predict the reaction product. The product is: [Br:14][CH2:11][C:9]1[CH:8]=[CH:7][C:5]2[N:6]=[C:2]([CH3:1])[O:3][C:4]=2[CH:10]=1.